This data is from Full USPTO retrosynthesis dataset with 1.9M reactions from patents (1976-2016). The task is: Predict the reactants needed to synthesize the given product. (1) Given the product [OH:22][CH2:20][C:16]12[CH2:19][C:12]([NH:11][C:9](=[O:8])[CH3:28])([CH2:18][CH2:17]1)[CH2:13][CH2:14][CH2:15]2, predict the reactants needed to synthesize it. The reactants are: C([O:8][C:9]([NH:11][C:12]12[CH2:19][C:16]([C:20]([O:22]C)=O)([CH2:17][CH2:18]1)[CH2:15][CH2:14][CH2:13]2)=O)C1C=CC=CC=1.[Li+].[BH4-].N#N.[CH2:28]1COCC1. (2) Given the product [Cl:1][C:2]1[N:7]=[C:6]([N:13]2[CH2:14][CH2:15][N:10]([CH3:9])[CH2:11][CH2:12]2)[CH:5]=[CH:4][N:3]=1, predict the reactants needed to synthesize it. The reactants are: [Cl:1][C:2]1[N:7]=[C:6](Cl)[CH:5]=[CH:4][N:3]=1.[CH3:9][N:10]1[CH2:15][CH2:14][NH:13][CH2:12][CH2:11]1.C(N(C(C)C)C(C)C)C. (3) Given the product [CH2:23]([O:25][C:26](=[O:27])[NH:28][C:29]([NH:21][C:18]1[CH:19]=[CH:20][C:15]([O:14][C:10]2[CH:11]=[CH:12][CH:13]=[C:8]([NH:7][C:6]([O:5][C:1]([CH3:4])([CH3:2])[CH3:3])=[O:22])[CH:9]=2)=[CH:16][N:17]=1)=[S:30])[CH3:24], predict the reactants needed to synthesize it. The reactants are: [C:1]([O:5][C:6](=[O:22])[NH:7][C:8]1[CH:13]=[CH:12][CH:11]=[C:10]([O:14][C:15]2[CH:16]=[N:17][C:18]([NH2:21])=[CH:19][CH:20]=2)[CH:9]=1)([CH3:4])([CH3:3])[CH3:2].[CH2:23]([O:25][C:26]([N:28]=[C:29]=[S:30])=[O:27])[CH3:24].O. (4) Given the product [CH:1]1([CH2:7][C:8]2[NH:12][C:11]([CH2:13][CH:14]([C:16]3[CH:17]=[CH:18][C:19]([C:22]4[C:23]([C:28]([OH:30])=[O:29])=[CH:24][CH:25]=[CH:26][CH:27]=4)=[CH:20][CH:21]=3)[CH3:15])=[N:10][CH:9]=2)[CH2:6][CH2:5][CH2:4][CH2:3][CH2:2]1, predict the reactants needed to synthesize it. The reactants are: [CH:1]1([CH2:7][C:8]2[NH:12][C:11]([CH2:13][CH:14]([C:16]3[CH:21]=[CH:20][C:19]([C:22]4[C:23]([C:28]([O:30]C(C)(C)C)=[O:29])=[CH:24][CH:25]=[CH:26][CH:27]=4)=[CH:18][CH:17]=3)[CH3:15])=[N:10][CH:9]=2)[CH2:6][CH2:5][CH2:4][CH2:3][CH2:2]1.C(O)(C(F)(F)F)=O.C(Cl)Cl. (5) Given the product [C:4]([O:7][C:8]1[C:13]([F:14])=[CH:12][CH:11]=[CH:10][C:9]=1[CH:15]1[CH2:17][CH2:16]1)(=[O:6])[CH3:5], predict the reactants needed to synthesize it. The reactants are: II.[Mg].[C:4]([O:7][C:8]1[C:13]([F:14])=[CH:12][CH:11]=[CH:10][C:9]=1[CH:15](Br)[CH2:16][CH2:17]Br)(=[O:6])[CH3:5].Cl. (6) Given the product [NH2:17][C:14]1[N:15]=[CH:16][C:11]([C:8]2[C:7]([F:18])=[C:6]([C:5]([CH:1]3[CH2:4][CH2:3][CH2:2]3)=[CH:10][CH:9]=2)[O:19][CH2:20][CH:21]([OH:22])[CH2:23][NH:28][CH2:24][CH:25]([CH3:27])[CH3:26])=[N:12][CH:13]=1, predict the reactants needed to synthesize it. The reactants are: [CH:1]1([C:5]2[CH:10]=[CH:9][C:8]([C:11]3[N:12]=[CH:13][C:14]([NH2:17])=[N:15][CH:16]=3)=[C:7]([F:18])[C:6]=2[O:19][CH2:20][CH:21]2[CH2:23][O:22]2)[CH2:4][CH2:3][CH2:2]1.[CH2:24]([NH2:28])[CH:25]([CH3:27])[CH3:26]. (7) Given the product [NH:1]1[C:9]2[C:4](=[CH:5][CH:6]=[CH:7][CH:8]=2)[C:3]([C:10]2[NH:11][C:12]3[C:13]([N:27]=2)=[CH:14][C:15]2[C:16]([CH3:25])([CH3:26])[C:17](=[O:24])[N:18]([CH2:21][C:22]4[NH:30][N:29]=[N:28][N:23]=4)[C:19]=2[CH:20]=3)=[N:2]1, predict the reactants needed to synthesize it. The reactants are: [NH:1]1[C:9]2[C:4](=[CH:5][CH:6]=[CH:7][CH:8]=2)[C:3]([C:10]2[NH:11][C:12]3[C:13]([N:27]=2)=[CH:14][C:15]2[C:16]([CH3:26])([CH3:25])[C:17](=[O:24])[N:18]([CH2:21][C:22]#[N:23])[C:19]=2[CH:20]=3)=[N:2]1.[N-:28]=[N+:29]=[N-:30].[Na+].[Cl-].[NH4+].C([O-])(O)=O.[Na+].